This data is from NCI-60 drug combinations with 297,098 pairs across 59 cell lines. The task is: Regression. Given two drug SMILES strings and cell line genomic features, predict the synergy score measuring deviation from expected non-interaction effect. (1) Cell line: NCI-H226. Drug 2: CCC(=C(C1=CC=CC=C1)C2=CC=C(C=C2)OCCN(C)C)C3=CC=CC=C3.C(C(=O)O)C(CC(=O)O)(C(=O)O)O. Synergy scores: CSS=8.71, Synergy_ZIP=1.73, Synergy_Bliss=-0.736, Synergy_Loewe=-3.45, Synergy_HSA=-2.85. Drug 1: C1=CC(=CC=C1CCCC(=O)O)N(CCCl)CCCl. (2) Drug 1: CN1CCC(CC1)COC2=C(C=C3C(=C2)N=CN=C3NC4=C(C=C(C=C4)Br)F)OC. Drug 2: CN(C(=O)NC(C=O)C(C(C(CO)O)O)O)N=O. Cell line: OVCAR3. Synergy scores: CSS=21.6, Synergy_ZIP=0.563, Synergy_Bliss=1.74, Synergy_Loewe=-21.8, Synergy_HSA=-1.76. (3) Drug 2: C1=CC(=CC=C1CCCC(=O)O)N(CCCl)CCCl. Drug 1: COC1=CC(=CC(=C1O)OC)C2C3C(COC3=O)C(C4=CC5=C(C=C24)OCO5)OC6C(C(C7C(O6)COC(O7)C8=CC=CS8)O)O. Synergy scores: CSS=50.4, Synergy_ZIP=-9.57, Synergy_Bliss=-10.1, Synergy_Loewe=-18.3, Synergy_HSA=-7.07. Cell line: HCT-15. (4) Drug 1: CC1=C(C=C(C=C1)NC2=NC=CC(=N2)N(C)C3=CC4=NN(C(=C4C=C3)C)C)S(=O)(=O)N.Cl. Drug 2: CS(=O)(=O)CCNCC1=CC=C(O1)C2=CC3=C(C=C2)N=CN=C3NC4=CC(=C(C=C4)OCC5=CC(=CC=C5)F)Cl. Cell line: UO-31. Synergy scores: CSS=10.0, Synergy_ZIP=-3.42, Synergy_Bliss=1.70, Synergy_Loewe=-2.12, Synergy_HSA=3.36. (5) Drug 1: C1CCC(CC1)NC(=O)N(CCCl)N=O. Drug 2: C1CC(C1)(C(=O)O)C(=O)O.[NH2-].[NH2-].[Pt+2]. Cell line: NCI/ADR-RES. Synergy scores: CSS=0.987, Synergy_ZIP=-8.15, Synergy_Bliss=-11.8, Synergy_Loewe=-11.0, Synergy_HSA=-10.7. (6) Drug 1: COC1=C2C(=CC3=C1OC=C3)C=CC(=O)O2. Drug 2: C1CCC(C(C1)N)N.C(=O)(C(=O)[O-])[O-].[Pt+4]. Cell line: OVCAR3. Synergy scores: CSS=-12.0, Synergy_ZIP=4.50, Synergy_Bliss=0.237, Synergy_Loewe=-21.7, Synergy_HSA=-16.7. (7) Drug 1: C1CCN(CC1)CCOC2=CC=C(C=C2)C(=O)C3=C(SC4=C3C=CC(=C4)O)C5=CC=C(C=C5)O. Drug 2: CS(=O)(=O)C1=CC(=C(C=C1)C(=O)NC2=CC(=C(C=C2)Cl)C3=CC=CC=N3)Cl. Cell line: SF-295. Synergy scores: CSS=4.23, Synergy_ZIP=-0.682, Synergy_Bliss=0.608, Synergy_Loewe=-0.232, Synergy_HSA=-0.111.